From a dataset of NCI-60 drug combinations with 297,098 pairs across 59 cell lines. Regression. Given two drug SMILES strings and cell line genomic features, predict the synergy score measuring deviation from expected non-interaction effect. (1) Drug 2: C1CC(C1)(C(=O)O)C(=O)O.[NH2-].[NH2-].[Pt+2]. Drug 1: C1=C(C(=O)NC(=O)N1)F. Synergy scores: CSS=35.5, Synergy_ZIP=-11.2, Synergy_Bliss=-6.42, Synergy_Loewe=-13.5, Synergy_HSA=-3.66. Cell line: NCI-H522. (2) Drug 1: CCC(=C(C1=CC=CC=C1)C2=CC=C(C=C2)OCCN(C)C)C3=CC=CC=C3.C(C(=O)O)C(CC(=O)O)(C(=O)O)O. Drug 2: CC1=C2C(C(=O)C3(C(CC4C(C3C(C(C2(C)C)(CC1OC(=O)C(C(C5=CC=CC=C5)NC(=O)OC(C)(C)C)O)O)OC(=O)C6=CC=CC=C6)(CO4)OC(=O)C)O)C)O. Cell line: PC-3. Synergy scores: CSS=27.7, Synergy_ZIP=12.9, Synergy_Bliss=15.8, Synergy_Loewe=11.0, Synergy_HSA=10.4.